This data is from Forward reaction prediction with 1.9M reactions from USPTO patents (1976-2016). The task is: Predict the product of the given reaction. (1) Given the reactants Cl.[OH:2][NH2:3].C(=O)([O-])[O-].[Na+].[Na+].[O:10]1[C:14]2([CH2:19][CH2:18][CH2:17][CH2:16][CH2:15]2)[O:13][CH2:12][C@@H:11]1[CH:20]=O, predict the reaction product. The product is: [O:10]1[C:14]2([CH2:19][CH2:18][CH2:17][CH2:16][CH2:15]2)[O:13][CH2:12][C@@H:11]1[CH:20]=[N:3][OH:2]. (2) Given the reactants [CH2:1]([CH:9]([CH2:16][CH2:17][CH2:18][CH2:19][CH2:20][CH2:21][CH2:22][CH2:23][CH2:24][CH3:25])[CH2:10][C:11]1[CH:15]=[CH:14][S:13][CH:12]=1)[CH2:2][CH2:3][CH2:4][CH2:5][CH2:6][CH2:7][CH3:8].C([N-]C(C)C)(C)C.[Li+].C([Sn](Cl)(CCCC)CCCC)CCC.[F-].[K+].C([Sn](CCCC)(CCCC)[C:55]1[S:56][CH:57]=[C:58]([CH2:60][CH:61]([CH2:72][CH2:73][CH2:74][CH2:75][CH2:76][CH2:77][CH2:78][CH3:79])[CH2:62][CH2:63][CH2:64][CH2:65][CH2:66][CH2:67][CH2:68][CH2:69][CH2:70][CH3:71])[CH:59]=1)CCC.Br[C:89]1[C:97]2[C:93](=[N:94][S:95][N:96]=2)[C:92](Br)=[C:91]([F:99])[C:90]=1[F:100].CC1C=CC=CC=1P(C1C=CC=CC=1C)C1C=CC=CC=1C, predict the reaction product. The product is: [F:99][C:91]1[C:90]([F:100])=[C:89]([C:14]2[S:13][CH:12]=[C:11]([CH2:10][CH:9]([CH2:1][CH2:2][CH2:3][CH2:4][CH2:5][CH2:6][CH2:7][CH3:8])[CH2:16][CH2:17][CH2:18][CH2:19][CH2:20][CH2:21][CH2:22][CH2:23][CH2:24][CH3:25])[CH:15]=2)[C:97]2=[N:96][S:95][N:94]=[C:93]2[C:92]=1[C:55]1[S:56][CH:57]=[C:58]([CH2:60][CH:61]([CH2:72][CH2:73][CH2:74][CH2:75][CH2:76][CH2:77][CH2:78][CH3:79])[CH2:62][CH2:63][CH2:64][CH2:65][CH2:66][CH2:67][CH2:68][CH2:69][CH2:70][CH3:71])[CH:59]=1. (3) Given the reactants [F:1][C:2]1[C:3]([C:9]2[N:10]([CH3:18])[C:11]([C:14]([F:17])([F:16])[F:15])=[N:12][CH:13]=2)=[N:4][C:5]([NH2:8])=[N:6][CH:7]=1.[Cl:19][C:20]1[C:21]([C:27]([N:29]2[CH2:34][CH2:33][N:32]([CH3:35])[CH2:31][CH2:30]2)=[O:28])=[N:22][CH:23]=[C:24](Cl)[CH:25]=1.C([O-])([O-])=O.[Cs+].[Cs+].CC(C1C=C(C(C)C)C(C2C=CC=CC=2P(C2CCCCC2)C2CCCCC2)=C(C(C)C)C=1)C, predict the reaction product. The product is: [Cl:19][C:20]1[C:21]([C:27]([N:29]2[CH2:30][CH2:31][N:32]([CH3:35])[CH2:33][CH2:34]2)=[O:28])=[N:22][CH:23]=[C:24]([NH:8][C:5]2[N:4]=[C:3]([C:9]3[N:10]([CH3:18])[C:11]([C:14]([F:17])([F:15])[F:16])=[N:12][CH:13]=3)[C:2]([F:1])=[CH:7][N:6]=2)[CH:25]=1. (4) Given the reactants [N:1]1([CH2:5][CH2:6][N:7]2[CH:11]=[C:10]([C:12]3[CH:17]=[CH:16][C:15]([F:18])=[C:14]([CH3:19])[CH:13]=3)[N:9]=[C:8]2[C:20]2([O:26][Si](C(C)(C)C)(C)C)[CH2:25][CH2:24][NH:23][CH2:22][CH2:21]2)[CH2:4][CH2:3][CH2:2]1.C(N(C(C)C)C(C)C)C.[Cl:43][C:44]1[C:45]([NH2:51])=[N:46][CH:47]=[N:48][C:49]=1Cl, predict the reaction product. The product is: [NH2:51][C:45]1[N:46]=[CH:47][N:48]=[C:49]([N:23]2[CH2:22][CH2:21][C:20]([C:8]3[N:7]([CH2:6][CH2:5][N:1]4[CH2:4][CH2:3][CH2:2]4)[CH:11]=[C:10]([C:12]4[CH:17]=[CH:16][C:15]([F:18])=[C:14]([CH3:19])[CH:13]=4)[N:9]=3)([OH:26])[CH2:25][CH2:24]2)[C:44]=1[Cl:43]. (5) Given the reactants [OH-].[Na+].[Cl:3][C:4]1[C:9]([O:10]C(OC)=O)=[CH:8][C:7]([N+:15]([O-:17])=[O:16])=[C:6]([F:18])[CH:5]=1.Cl, predict the reaction product. The product is: [Cl:3][C:4]1[C:9]([OH:10])=[CH:8][C:7]([N+:15]([O-:17])=[O:16])=[C:6]([F:18])[CH:5]=1. (6) Given the reactants [NH:1]([C:8]([O:10][CH2:11][C:12]1[CH:17]=[CH:16][CH:15]=[CH:14][CH:13]=1)=[O:9])[C@H:2]([C:5]([OH:7])=O)[CH2:3][OH:4].[CH2:18]([NH2:25])[C:19]1[CH:24]=[CH:23][CH:22]=[CH:21][CH:20]=1.OC1C2N=NNC=2C=CC=1.Cl.C(N=C=NCCCN(C)C)C, predict the reaction product. The product is: [NH:1]([C:8]([O:10][CH2:11][C:12]1[CH:17]=[CH:16][CH:15]=[CH:14][CH:13]=1)=[O:9])[C@H:2]([C:5]([NH:25][CH2:18][C:19]1[CH:24]=[CH:23][CH:22]=[CH:21][CH:20]=1)=[O:7])[CH2:3][OH:4].